This data is from Forward reaction prediction with 1.9M reactions from USPTO patents (1976-2016). The task is: Predict the product of the given reaction. (1) Given the reactants [Br:1][C:2]1[C:3](Cl)=[N:4][C:5]([Cl:8])=[N:6][CH:7]=1.[CH3:10][O-:11].[Na+].O, predict the reaction product. The product is: [Br:1][C:2]1[C:3]([O:11][CH3:10])=[N:4][C:5]([Cl:8])=[N:6][CH:7]=1. (2) The product is: [ClH:1].[F:30][C:27]1[CH:28]=[CH:29][C:24]([S:21]([NH:20][CH2:19][CH2:18][N:13]2[CH2:14][CH:15]3[O:17][CH:11]([CH2:10][NH:9][CH2:16]3)[CH2:12]2)(=[O:23])=[O:22])=[CH:25][CH:26]=1. Given the reactants [ClH:1].C(OC([N:9]1[CH2:16][CH:15]2[O:17][CH:11]([CH2:12][N:13]([CH2:18][CH2:19][NH:20][S:21]([C:24]3[CH:29]=[CH:28][C:27]([F:30])=[CH:26][CH:25]=3)(=[O:23])=[O:22])[CH2:14]2)[CH2:10]1)=O)(C)(C)C, predict the reaction product. (3) Given the reactants [CH3:1][N:2]([CH2:4][CH2:5][CH2:6][N:7]1[C:17]2[CH:18]=[CH:19][CH:20]=[CH:21][C:16]=2[CH2:15][CH2:14][C:13]2[CH:12]=[CH:11][CH:10]=[CH:9][C:8]1=2)[CH3:3].Cl.O, predict the reaction product. The product is: [CH3:1][N:2]([CH2:4][CH2:5][CH2:6][N:7]1[C:8]2[CH:9]=[CH:10][CH:11]=[CH:12][C:13]=2[CH2:14][CH2:15][C:16]2[CH:21]=[CH:20][CH:19]=[CH:18][C:17]1=2)[CH3:3]. (4) Given the reactants [NH2:1][C:2]1[CH:3]=[CH:4][C:5]([F:19])=[C:6]([C@:8]2([CH3:18])[CH2:14][C:13]([CH3:16])([CH3:15])[O:12][CH2:11][C:10](=[S:17])[NH:9]2)[CH:7]=1.[F:20][CH:21]([F:32])[O:22][C:23]1[CH:24]=[CH:25][C:26]([C:29](O)=[O:30])=[N:27][CH:28]=1, predict the reaction product. The product is: [F:19][C:5]1[CH:4]=[CH:3][C:2]([NH:1][C:29]([C:26]2[CH:25]=[CH:24][C:23]([O:22][CH:21]([F:32])[F:20])=[CH:28][N:27]=2)=[O:30])=[CH:7][C:6]=1[C@:8]1([CH3:18])[CH2:14][C:13]([CH3:16])([CH3:15])[O:12][CH2:11][C:10](=[S:17])[NH:9]1. (5) The product is: [NH:1]([C:41]([O:43][C:44]([CH3:45])([CH3:47])[CH3:46])=[O:42])[C@H:2]([C:18]([NH:20][C@H:21]([C:23]([NH:25][C@H:26]([C:37]([OH:39])=[O:38])[CH2:27][C:28]1[C:36]2[C:31](=[CH:32][CH:33]=[CH:34][CH:35]=2)[NH:30][CH:29]=1)=[O:24])[CH3:22])=[O:19])[CH2:3][C:4]1[CH:9]=[CH:8][C:7]([O:10][CH2:11][C:12]2[CH:13]=[CH:14][CH:15]=[CH:16][CH:17]=2)=[CH:6][CH:5]=1. Given the reactants [NH:1]([C:41]([O:43][C:44]([CH3:47])([CH3:46])[CH3:45])=[O:42])[C@H:2]([C:18]([NH:20][C@H:21]([C:23]([NH:25][C@H:26]([C:37]([O:39]C)=[O:38])[CH2:27][C:28]1[C:36]2[C:31](=[CH:32][CH:33]=[CH:34][CH:35]=2)[NH:30][CH:29]=1)=[O:24])[CH3:22])=[O:19])[CH2:3][C:4]1[CH:9]=[CH:8][C:7]([O:10][CH2:11][C:12]2[CH:17]=[CH:16][CH:15]=[CH:14][CH:13]=2)=[CH:6][CH:5]=1.[Li+].[OH-].C1(NC2CCCCC2)CCCCC1.CCOCC, predict the reaction product. (6) The product is: [C:25]([O:29][C:30](=[O:34])[CH2:31][CH2:32][NH:1][C:2]1[CH:7]=[CH:6][CH:5]=[CH:4][C:3]=1[B:8]1[O:12][C:11]([CH3:14])([CH3:13])[C:10]([CH3:16])([CH3:15])[O:9]1)([CH3:28])([CH3:27])[CH3:26]. Given the reactants [NH2:1][C:2]1[CH:7]=[CH:6][CH:5]=[CH:4][C:3]=1[B:8]1[O:12][C:11]([CH3:14])([CH3:13])[C:10]([CH3:16])([CH3:15])[O:9]1.N1C=CC=CC=1.[Na+].[I-].[C:25]([O:29][C:30](=[O:34])[CH2:31][CH2:32]Br)([CH3:28])([CH3:27])[CH3:26], predict the reaction product. (7) Given the reactants [F:1][C:2]1[CH:7]=[CH:6][C:5]([NH2:8])=[C:4]([O:9][CH3:10])[CH:3]=1.Cl.Cl[CH2:13][CH2:14][NH:15][CH2:16][CH2:17]Cl.[C:19](=O)([O-])[O-:20].[K+].[K+].[I-].[Na+], predict the reaction product. The product is: [F:1][C:2]1[CH:7]=[CH:6][C:5]([N:8]2[CH2:17][CH2:16][NH:15][CH2:14][CH2:13]2)=[C:4]([O:9][CH3:10])[CH:3]=1.[NH3:8].[CH3:19][OH:20].